This data is from Full USPTO retrosynthesis dataset with 1.9M reactions from patents (1976-2016). The task is: Predict the reactants needed to synthesize the given product. (1) The reactants are: [O:1]1[CH2:5][CH2:4][CH:3]([CH:6]2[C:15]3[C:10](=[CH:11][CH:12]=[CH:13][CH:14]=3)[NH:9][CH2:8][CH2:7]2)[CH2:2]1.I[CH2:17][C:18]([NH2:20])=[O:19].CCN(C(C)C)C(C)C.[OH-].[Na+]. Given the product [O:1]1[CH2:5][CH2:4][CH:3]([CH:6]2[C:15]3[C:10](=[CH:11][CH:12]=[CH:13][CH:14]=3)[N:9]([CH2:17][C:18]([NH2:20])=[O:19])[CH2:8][CH2:7]2)[CH2:2]1, predict the reactants needed to synthesize it. (2) Given the product [ClH:2].[Cl:2][C:3]1[CH:8]=[CH:7][C:6]([C:9]2[N:14]=[C:13]([C:15]([NH:17][C@@H:18]([CH2:19][C:20]([NH:45][S:42]([CH3:41])(=[O:44])=[O:43])=[O:21])[C:23]([CH3:25])([CH3:24])[CH3:26])=[O:16])[CH:12]=[CH:11][C:10]=2[C:27]2[CH:32]=[CH:31][CH:30]=[CH:29][C:28]=2[CH3:33])=[CH:5][C:4]=1[O:34][CH2:35][CH2:36][CH2:37][N:38]([CH3:40])[CH3:39], predict the reactants needed to synthesize it. The reactants are: Cl.[Cl:2][C:3]1[CH:8]=[CH:7][C:6]([C:9]2[N:14]=[C:13]([C:15]([NH:17][C@H:18]([C:23]([CH3:26])([CH3:25])[CH3:24])[CH2:19][C:20](O)=[O:21])=[O:16])[CH:12]=[CH:11][C:10]=2[C:27]2[CH:32]=[CH:31][CH:30]=[CH:29][C:28]=2[CH3:33])=[CH:5][C:4]=1[O:34][CH2:35][CH2:36][CH2:37][N:38]([CH3:40])[CH3:39].[CH3:41][S:42]([NH2:45])(=[O:44])=[O:43].CCN=C=NCCCN(C)C.Cl. (3) The reactants are: [Cl:1][C:2]1[CH:7]=[C:6]([S:8]([CH2:11][CH3:12])(=[O:10])=[O:9])[CH:5]=[CH:4][C:3]=1[C:13]1[C:14]([OH:20])=[CH:15][CH:16]=[C:17]([Cl:19])[CH:18]=1.[CH2:21]([O:23][C:24](=[O:27])[CH2:25]Br)[CH3:22]. Given the product [Cl:1][C:2]1[CH:7]=[C:6]([S:8]([CH2:11][CH3:12])(=[O:9])=[O:10])[CH:5]=[CH:4][C:3]=1[C:13]1[CH:18]=[C:17]([Cl:19])[CH:16]=[CH:15][C:14]=1[O:20][CH2:25][C:24]([O:23][CH2:21][CH3:22])=[O:27], predict the reactants needed to synthesize it.